From a dataset of Reaction yield outcomes from USPTO patents with 853,638 reactions. Predict the reaction yield, written as a fraction of the theoretical maximum amount of product (1.0 means a 100% yield; for example, 0.34 means a 34% yield). (1) The reactants are [CH3:1][N:2]1[CH2:7][CH2:6][CH:5]([NH:8][C:9]2[CH:14]=[CH:13][CH:12]=[CH:11][CH:10]=2)[CH2:4][CH2:3]1.CCN(CC)CC.[Br:22][CH:23]([CH3:27])[C:24](Br)=[O:25]. The catalyst is C(Cl)Cl.O. The product is [Br:22][CH:23]([CH3:27])[C:24]([N:8]([CH:5]1[CH2:6][CH2:7][N:2]([CH3:1])[CH2:3][CH2:4]1)[C:9]1[CH:14]=[CH:13][CH:12]=[CH:11][CH:10]=1)=[O:25]. The yield is 0.880. (2) No catalyst specified. The product is [Cl:15][C:7]1[C:6]2[C:11](=[C:2]([CH3:1])[CH:3]=[CH:4][CH:5]=2)[N:10]=[CH:9][N:8]=1. The yield is 0.900. The reactants are [CH3:1][C:2]1[CH:3]=[CH:4][CH:5]=[C:6]2[C:11]=1[N:10]=[CH:9][NH:8][C:7]2=O.O=P(Cl)(Cl)[Cl:15]. (3) The reactants are [CH3:1][C:2]([O:5][C:6](=[O:14])[NH:7][CH:8]1[CH2:12][CH2:11][CH2:10][CH:9]1[NH2:13])([CH3:4])[CH3:3].C(O)(=O)C.[C:19]1(=O)[CH2:23][CH2:22][CH2:21][CH2:20]1.C([BH3-])#N.[Na+]. The catalyst is CO. The product is [C:2]([O:5][C:6](=[O:14])[NH:7][CH:8]1[CH2:12][CH2:11][CH2:10][CH:9]1[NH:13][CH:19]1[CH2:23][CH2:22][CH2:21][CH2:20]1)([CH3:1])([CH3:3])[CH3:4]. The yield is 0.580. (4) The reactants are [CH3:1][O:2][C@@H:3]1[C@H:9]2[O:10][CH2:11][C@@H:12]([OH:13])[C@H:8]2[O:7][C@H:4]1[O:5][CH3:6].N1C=CC=CC=1.[CH3:20][S:21](Cl)(=[O:23])=[O:22]. The catalyst is ClCCl. The product is [CH3:1][O:2][C@@H:3]1[C@H:9]2[O:10][CH2:11][C@@H:12]([O:13][S:21]([CH3:20])(=[O:23])=[O:22])[C@H:8]2[O:7][C@H:4]1[O:5][CH3:6]. The yield is 0.950. (5) The product is [Br:1][C:2]1[CH:7]=[CH:6][C:5]([N:8]2[C:12](=[O:13])[N:11]([CH2:18][CH2:19][NH:20][S:21]([CH3:24])(=[O:23])=[O:22])[N:10]=[CH:9]2)=[C:4]([F:14])[CH:3]=1. The yield is 0.507. The reactants are [Br:1][C:2]1[CH:7]=[CH:6][C:5]([N:8]2[C:12](=[O:13])[NH:11][N:10]=[CH:9]2)=[C:4]([F:14])[CH:3]=1.[H-].[Na+].Br[CH2:18][CH2:19][NH:20][S:21]([CH3:24])(=[O:23])=[O:22]. The catalyst is CN(C)C=O. (6) The reactants are [CH2:1]([N:8]1[CH:12]=[CH:11][N:10]=[CH:9]1)[C:2]1[CH:7]=[CH:6][CH:5]=[CH:4][CH:3]=1.C([Li])CCC.[CH2:18]([CH:20]([CH2:23][CH3:24])[CH:21]=[O:22])[CH3:19].[NH4+].[Cl-]. The catalyst is CCOCC. The product is [CH2:1]([N:8]1[CH:12]=[CH:11][N:10]=[C:9]1[CH:21]([OH:22])[CH:20]([CH2:23][CH3:24])[CH2:18][CH3:19])[C:2]1[CH:3]=[CH:4][CH:5]=[CH:6][CH:7]=1. The yield is 0.690. (7) The reactants are Br[C:2]1[CH:3]=[C:4]([C:8]2([CH3:16])[CH2:13][O:12][N:11]([CH3:14])[C:10](=[NH:15])[NH:9]2)[CH:5]=[CH:6][CH:7]=1.[C:17]([C:19]1[CH:20]=[C:21](B(O)O)[CH:22]=[CH:23][CH:24]=1)#[N:18].C([O-])([O-])=O.[K+].[K+]. The catalyst is C(O)C. The product is [C:17]([C:19]1[CH:24]=[C:23]([C:2]2[CH:3]=[C:4]([C:8]3([CH3:16])[CH2:13][O:12][N:11]([CH3:14])[C:10](=[NH:15])[NH:9]3)[CH:5]=[CH:6][CH:7]=2)[CH:22]=[CH:21][CH:20]=1)#[N:18]. The yield is 0.440.